Dataset: Full USPTO retrosynthesis dataset with 1.9M reactions from patents (1976-2016). Task: Predict the reactants needed to synthesize the given product. Given the product [CH2:22]([O:29][C:30]1[CH:35]=[CH:34][N:33]([C:2]2[CH:3]=[CH:4][C:5]3[O:14][C:13]4[CH2:12][CH2:11][N:10]([C:15]([O:17][C:18]([CH3:21])([CH3:20])[CH3:19])=[O:16])[CH2:9][C:8]=4[C:6]=3[CH:7]=2)[C:32](=[O:36])[CH:31]=1)[C:23]1[CH:24]=[CH:25][CH:26]=[CH:27][CH:28]=1, predict the reactants needed to synthesize it. The reactants are: Br[C:2]1[CH:3]=[CH:4][C:5]2[O:14][C:13]3[CH2:12][CH2:11][N:10]([C:15]([O:17][C:18]([CH3:21])([CH3:20])[CH3:19])=[O:16])[CH2:9][C:8]=3[C:6]=2[CH:7]=1.[CH2:22]([O:29][C:30]1[CH:35]=[CH:34][NH:33][C:32](=[O:36])[CH:31]=1)[C:23]1[CH:28]=[CH:27][CH:26]=[CH:25][CH:24]=1.C([O-])([O-])=O.[K+].[K+].OC1C=CC=C2C=1NC(=O)C=C2.